From a dataset of HIV replication inhibition screening data with 41,000+ compounds from the AIDS Antiviral Screen. Binary Classification. Given a drug SMILES string, predict its activity (active/inactive) in a high-throughput screening assay against a specified biological target. (1) The compound is Cc1c(C#N)c2ccccc2c2nc3ccccc3n12. The result is 0 (inactive). (2) The drug is COC(=O)c1ccc(OCCn2nnc(C(=O)NN)c2C(=O)NN)cc1. The result is 0 (inactive). (3) The drug is c1ccc2c(c1)[nH]c1c2nc2ccccn21. The result is 0 (inactive). (4) The compound is CC(=O)OCC(OC(C)=O)C(OC(C)=O)C1OC(Oc2ccccc2)C(OC(C)=O)C1OC(C)=O. The result is 0 (inactive). (5) The molecule is Cc1cc(Cl)ccc1NC(=O)CC1SC(Nc2ccccc2Cl)=NC1=O. The result is 0 (inactive).